This data is from Peptide-MHC class II binding affinity with 134,281 pairs from IEDB. The task is: Regression. Given a peptide amino acid sequence and an MHC pseudo amino acid sequence, predict their binding affinity value. This is MHC class II binding data. (1) The peptide sequence is SLHIYWGKEDDYG. The MHC is DRB1_0401 with pseudo-sequence DRB1_0401. The binding affinity (normalized) is 0.0113. (2) The peptide sequence is VSSKRNLADAVSKAP. The MHC is DRB1_1201 with pseudo-sequence DRB1_1201. The binding affinity (normalized) is 0.0542. (3) The peptide sequence is KYFAATQFEPLAARL. The MHC is H-2-IEd with pseudo-sequence H-2-IEd. The binding affinity (normalized) is 0.339. (4) The peptide sequence is SQDLELSWNLNWLQAY. The MHC is DRB1_1302 with pseudo-sequence DRB1_1302. The binding affinity (normalized) is 0.597. (5) The peptide sequence is TSKLDAAYKLAYKTA. The MHC is DRB3_0202 with pseudo-sequence DRB3_0202. The binding affinity (normalized) is 0.254. (6) The peptide sequence is AASLLDEDMDALEEA. The MHC is DRB1_1001 with pseudo-sequence DRB1_1001. The binding affinity (normalized) is 0.0409. (7) The peptide sequence is EIDSADKSGCIHNHD. The MHC is DRB1_0802 with pseudo-sequence DRB1_0802. The binding affinity (normalized) is 0.0290. (8) The peptide sequence is EKKYFFATQFEPLAA. The MHC is HLA-DQA10301-DQB10302 with pseudo-sequence HLA-DQA10301-DQB10302. The binding affinity (normalized) is 0.423.